Dataset: Full USPTO retrosynthesis dataset with 1.9M reactions from patents (1976-2016). Task: Predict the reactants needed to synthesize the given product. (1) Given the product [NH2:1][C:2]1[S:6][N:5]=[C:4](/[C:7](=[N:42]/[OH:43])/[C:8]([NH:10][C@@H:11]2[C:18](=[O:19])[N:17]3[C@@H:12]2[S:13][CH2:14][C:15](/[CH:23]=[C:24]2/[C:25](=[O:41])[N:26]([C@@H:29]4[CH2:33][CH2:32][NH:31][CH2:30]4)[CH2:27][CH2:28]/2)=[C:16]3[C:20]([OH:22])=[O:21])=[O:9])[N:3]=1, predict the reactants needed to synthesize it. The reactants are: [NH2:1][C:2]1[S:6][N:5]=[C:4](/[C:7](=[N:42]/[O:43]C(C2C=CC=CC=2)(C2C=CC=CC=2)C2C=CC=CC=2)/[C:8]([NH:10][C@@H:11]2[C:18](=[O:19])[N:17]3[C@@H:12]2[S:13][CH2:14][C:15](/[CH:23]=[C:24]2/[C:25](=[O:41])[N:26]([C@@H:29]4[CH2:33][CH2:32][N:31](C(OC(C)(C)C)=O)[CH2:30]4)[CH2:27][CH2:28]/2)=[C:16]3[C:20]([OH:22])=[O:21])=[O:9])[N:3]=1.C1(OC)C=CC=CC=1.ClCCl.FC(F)(F)C(O)=O. (2) Given the product [CH2:1]([N:4]1[C:16]2[C:15]3[CH:14]=[CH:13][CH:12]=[CH:11][C:10]=3[N:9]=[C:8]([NH2:22])[C:7]=2[N:6]=[C:5]1[CH2:18][O:19][CH2:20][CH3:21])[CH:2]=[CH2:3], predict the reactants needed to synthesize it. The reactants are: [CH2:1]([N:4]1[C:16]2[C:15]3[CH:14]=[CH:13][CH:12]=[CH:11][C:10]=3[N:9]=[C:8](Cl)[C:7]=2[N:6]=[C:5]1[CH2:18][O:19][CH2:20][CH3:21])[CH:2]=[CH2:3].[NH3:22]. (3) Given the product [NH2:7][CH:8]1[CH2:9][CH2:10][N:11]([C:14]([N:16]2[C@@:20]([C:22]3[CH:27]=[CH:26][C:25]([Cl:28])=[CH:24][CH:23]=3)([CH3:21])[C@@:19]([C:30]3[CH:35]=[CH:34][C:33]([Cl:36])=[CH:32][CH:31]=3)([CH3:29])[N:18]=[C:17]2[C:37]2[CH:38]=[N:39][C:40]([C:46]([CH3:47])([CH3:49])[CH3:48])=[CH:41][C:42]=2[O:43][CH2:44][CH3:45])=[O:15])[CH2:12][CH2:13]1, predict the reactants needed to synthesize it. The reactants are: C(OC(=O)[NH:7][CH:8]1[CH2:13][CH2:12][N:11]([C:14]([N:16]2[C@@:20]([C:22]3[CH:27]=[CH:26][C:25]([Cl:28])=[CH:24][CH:23]=3)([CH3:21])[C@@:19]([C:30]3[CH:35]=[CH:34][C:33]([Cl:36])=[CH:32][CH:31]=3)([CH3:29])[N:18]=[C:17]2[C:37]2[CH:38]=[N:39][C:40]([C:46]([CH3:49])([CH3:48])[CH3:47])=[CH:41][C:42]=2[O:43][CH2:44][CH3:45])=[O:15])[CH2:10][CH2:9]1)(C)(C)C.FC(F)(F)C(O)=O. (4) Given the product [C:1]([O:5][C:6]([C:8]1[C:9]([C:14]2[CH:19]=[CH:18][C:17]([CH2:20][N:21]3[C:25]([CH:26]=[N:27][OH:28])=[C:24]([CH2:29][CH3:30])[N:23]=[C:22]3[O:31][CH2:32][CH3:33])=[C:16]([F:34])[CH:15]=2)=[CH:10][CH:11]=[CH:12][CH:13]=1)=[O:7])([CH3:2])([CH3:4])[CH3:3], predict the reactants needed to synthesize it. The reactants are: [C:1]([O:5][C:6]([C:8]1[C:9]([C:14]2[CH:19]=[CH:18][C:17]([CH2:20][N:21]3[C:25]([CH:26]=[N:27][OH:28])=[C:24]([CH:29]=[CH2:30])[N:23]=[C:22]3[O:31][CH2:32][CH3:33])=[C:16]([F:34])[CH:15]=2)=[CH:10][CH:11]=[CH:12][CH:13]=1)=[O:7])([CH3:4])([CH3:3])[CH3:2]. (5) Given the product [N:26]1[CH:27]=[CH:28][CH:29]=[CH:30][C:25]=1[C:23]1[N:24]=[C:19]([O:18][C@H:16]2[CH2:15][NH:14][C@H:13]([C:11]([NH:10][C@:5]3([C:3]([O:2][CH3:1])=[O:4])[CH2:7][C@H:6]3[CH:8]=[CH2:9])=[O:12])[CH2:17]2)[C:20]2[CH:33]=[CH:32][S:31][C:21]=2[N:22]=1, predict the reactants needed to synthesize it. The reactants are: [CH3:1][O:2][C:3]([C@@:5]1([NH:10][C:11]([C@@H:13]2[CH2:17][C@@H:16]([O:18][C:19]3[C:20]4[CH:33]=[CH:32][S:31][C:21]=4[N:22]=[C:23]([C:25]4[CH:30]=[CH:29][CH:28]=[CH:27][N:26]=4)[N:24]=3)[CH2:15][N:14]2C(OC(C)(C)C)=O)=[O:12])[CH2:7][C@H:6]1[CH:8]=[CH2:9])=[O:4].FC(F)(F)C(O)=O.C(=O)(O)[O-].